From a dataset of Reaction yield outcomes from USPTO patents with 853,638 reactions. Predict the reaction yield, written as a fraction of the theoretical maximum amount of product (1.0 means a 100% yield; for example, 0.34 means a 34% yield). (1) The reactants are [CH:1]1([NH:6][C:7]2[N:12]3[N:13]=[C:14]([C:30]4[CH:35]=[CH:34][C:33]([O:36][CH3:37])=[CH:32][CH:31]=4)[C:15]([C:16]4[CH:21]=[CH:20][N:19]=[C:18]([NH:22][C:23]5[CH:24]=[C:25]([NH2:29])[CH:26]=[CH:27][CH:28]=5)[N:17]=4)=[C:11]3[CH:10]=[CH:9][CH:8]=2)[CH2:5][CH2:4][CH2:3][CH2:2]1.N([O-])=O.[Na+].[N-:42]=[N+:43]=[N-].[Na+].C(=O)(O)[O-].[Na+]. The catalyst is C(O)(=O)C.O.O.CCOCC. The product is [N:29]([C:25]1[CH:24]=[C:23]([CH:28]=[CH:27][CH:26]=1)[NH:22][C:18]1[N:17]=[C:16]([C:15]2[C:14]([C:30]3[CH:31]=[CH:32][C:33]([O:36][CH3:37])=[CH:34][CH:35]=3)=[N:13][N:12]3[C:7]([NH:6][CH:1]4[CH2:5][CH2:4][CH2:3][CH2:2]4)=[CH:8][CH:9]=[CH:10][C:11]=23)[CH:21]=[CH:20][N:19]=1)=[N+:42]=[N-:43]. The yield is 0.230. (2) The reactants are [CH2:1]([C:3]1[CH:8]=[CH:7][CH:6]=[CH:5][C:4]=1[OH:9])[CH3:2].[C:10]1(=O)[O:15][C:13](=[O:14])[C:12]2=[CH:16][CH:17]=[CH:18][CH:19]=[C:11]12. No catalyst specified. The product is [OH:9][C:4]1[CH:5]=[CH:6][C:7]([C:10]2([C:7]3[CH:6]=[CH:5][C:4]([OH:9])=[C:3]([CH2:1][CH3:2])[CH:8]=3)[C:11]3[C:12](=[CH:16][CH:17]=[CH:18][CH:19]=3)[C:13](=[O:14])[O:15]2)=[CH:8][C:3]=1[CH2:1][CH3:2]. The yield is 0.810. (3) The reactants are [NH2:1][C:2]1[N:7]=[C:6]([N:8]2[CH2:13][CH2:12][N:11](C(OC(C)(C)C)=O)[CH2:10][CH2:9]2)[C:5]([NH2:21])=[C:4]([SH:22])[N:3]=1.[C:23](Cl)(=O)[CH2:24][CH2:25][CH2:26][CH2:27][CH3:28]. No catalyst specified. The product is [CH2:24]([C:23]1[S:22][C:4]2[N:3]=[C:2]([NH2:1])[N:7]=[C:6]([N:8]3[CH2:9][CH2:10][NH:11][CH2:12][CH2:13]3)[C:5]=2[N:21]=1)[CH2:25][CH2:26][CH2:27][CH3:28]. The yield is 0.670.